From a dataset of Full USPTO retrosynthesis dataset with 1.9M reactions from patents (1976-2016). Predict the reactants needed to synthesize the given product. (1) Given the product [C:1]([O:5][C:6](=[O:37])[NH:7][C@@H:8]1[CH2:13][CH2:12][CH2:11][N:10]([C:14]2[CH:19]=[CH:18][C:17]([NH:20][C:21]3[C:30]4[C:25](=[CH:26][CH:27]=[C:28]([C:43]5[CH:42]=[C:41]([F:54])[C:40]([OH:55])=[C:39]([Cl:38])[CH:44]=5)[N:29]=4)[N:24]=[CH:23][C:22]=3[C:32](=[O:36])[CH:33]([CH3:34])[CH3:35])=[CH:16][N:15]=2)[CH2:9]1)([CH3:4])([CH3:3])[CH3:2], predict the reactants needed to synthesize it. The reactants are: [C:1]([O:5][C:6](=[O:37])[NH:7][C@@H:8]1[CH2:13][CH2:12][CH2:11][N:10]([C:14]2[CH:19]=[CH:18][C:17]([NH:20][C:21]3[C:30]4[C:25](=[CH:26][CH:27]=[C:28](Cl)[N:29]=4)[N:24]=[CH:23][C:22]=3[C:32](=[O:36])[CH:33]([CH3:35])[CH3:34])=[CH:16][N:15]=2)[CH2:9]1)([CH3:4])([CH3:3])[CH3:2].[Cl:38][C:39]1[CH:44]=[C:43](B2OC(C)(C)C(C)(C)O2)[CH:42]=[C:41]([F:54])[C:40]=1[OH:55]. (2) Given the product [N+:1]([C:4]1[CH:5]=[CH:6][C:7]([C:10]2[CH:18]=[C:17]([CH:16]=[CH:12][CH:11]=2)[C:32]([O:23][CH3:19])=[O:33])=[N:27][CH:9]=1)([O-:3])=[O:2], predict the reactants needed to synthesize it. The reactants are: [N+:1]([C:4]1[CH:9]=C[C:7]([C:10]2[CH:11]=[C:12]([CH:16]=[CH:17][CH:18]=2)C(O)=O)=[CH:6][CH:5]=1)([O-:3])=[O:2].[C:19](Cl)(=[O:23])C(Cl)=O.C([N:27](CC)CC)C.[CH3:32][OH:33].